From a dataset of Catalyst prediction with 721,799 reactions and 888 catalyst types from USPTO. Predict which catalyst facilitates the given reaction. (1) Reactant: Br[C:2]1[CH:9]=[CH:8][C:5]([C:6]#[N:7])=[CH:4][CH:3]=1.C([Li])CCC.C[O:16][B:17](OC)[O:18]C.Cl. Product: [C:6]([C:5]1[CH:8]=[CH:9][C:2]([B:17]([OH:18])[OH:16])=[CH:3][CH:4]=1)#[N:7]. The catalyst class is: 7. (2) Reactant: Br[C:2]1[CH:18]=[CH:17][C:5]([CH2:6][N:7]2[C:15](=[O:16])[C:14]3[C:9](=[N:10][CH:11]=[CH:12][CH:13]=3)[CH2:8]2)=[C:4]([F:19])[CH:3]=1.[CH3:20][N:21]1[CH:29]=[C:28]2[C:23]([CH:24]=[CH:25][C:26](B3OC(C)(C)C(C)(C)O3)=[CH:27]2)=[N:22]1.P([O-])([O-])([O-])=O.[K+].[K+].[K+].COC1C=CC=C(OC)C=1C1C=CC=CC=1P(C1CCCCC1)C1CCCCC1. Product: [F:19][C:4]1[CH:3]=[C:2]([C:26]2[CH:25]=[CH:24][C:23]3[C:28](=[CH:29][N:21]([CH3:20])[N:22]=3)[CH:27]=2)[CH:18]=[CH:17][C:5]=1[CH2:6][N:7]1[C:15](=[O:16])[C:14]2[C:9](=[N:10][CH:11]=[CH:12][CH:13]=2)[CH2:8]1. The catalyst class is: 167. (3) Reactant: Br[C:2]1[CH:3]=[CH:4][C:5]([C:8]2[CH2:12][CH:11]([CH2:13][OH:14])[O:10][N:9]=2)=[N:6][CH:7]=1.[B:15]1([B:15]2[O:19][C:18]([CH3:21])([CH3:20])[C:17]([CH3:23])([CH3:22])[O:16]2)[O:19][C:18]([CH3:21])([CH3:20])[C:17]([CH3:23])([CH3:22])[O:16]1.CC([O-])=O.[K+]. Product: [CH3:22][C:17]1([CH3:23])[C:18]([CH3:21])([CH3:20])[O:19][B:15]([C:2]2[CH:3]=[CH:4][C:5]([C:8]3[CH2:12][CH:11]([CH2:13][OH:14])[O:10][N:9]=3)=[N:6][CH:7]=2)[O:16]1. The catalyst class is: 12. (4) Reactant: [F-].C([N+](CCCC)(CCCC)CCCC)CCC.[O:19]1[CH:23]=[CH:22][C:21]([C:24]2[CH:31]=[CH:30][CH:29]=[CH:28][C:25]=2[CH:26]=[O:27])=[CH:20]1.[F:32][C:33]([Si](C)(C)C)([F:35])[F:34].Cl. Product: [F:32][C:33]([F:35])([F:34])[CH:26]([C:25]1[CH:28]=[CH:29][CH:30]=[CH:31][C:24]=1[C:21]1[CH:22]=[CH:23][O:19][CH:20]=1)[OH:27]. The catalyst class is: 1. (5) Reactant: [C:1]([C:4]1[CH:9]=[CH:8][C:7]([B:10]([OH:12])[OH:11])=[CH:6][CH:5]=1)([OH:3])=O.[NH2:13][C:14]1[CH:19]=[CH:18][CH:17]=[CH:16][CH:15]=1.C(N(CC)CC)C. Product: [NH:13]([C:1]([C:4]1[CH:9]=[CH:8][C:7]([B:10]([OH:12])[OH:11])=[CH:6][CH:5]=1)=[O:3])[C:14]1[CH:19]=[CH:18][CH:17]=[CH:16][CH:15]=1. The catalyst class is: 46. (6) Reactant: [CH:1]([C@@H:4]1[C:9]([O:10][CH3:11])=[N:8][CH2:7][C:6]([O:12][CH3:13])=[N:5]1)([CH3:3])[CH3:2].[Li][CH2:15]CCC.[Br:19][C:20]1[CH:25]=[CH:24][C:23](Br)=[CH:22][N:21]=1.O. Product: [Br:19][C:20]1[N:21]=[CH:22][C:23]([CH2:15][C@H:7]2[C:6]([O:12][CH3:13])=[N:5][C@H:4]([CH:1]([CH3:3])[CH3:2])[C:9]([O:10][CH3:11])=[N:8]2)=[CH:24][CH:25]=1. The catalyst class is: 1. (7) Reactant: [CH3:1][C:2](=[CH:8][C:9]1[CH:14]=[CH:13][C:12]([CH3:15])=[CH:11][CH:10]=1)[C:3](OCC)=[O:4].[Cl-].[Ce+3].[Cl-].[Cl-].[H-].[Al+3].[Li+].[H-].[H-].[H-].O. Product: [CH3:1][C:2](=[CH:8][C:9]1[CH:10]=[CH:11][C:12]([CH3:15])=[CH:13][CH:14]=1)[CH2:3][OH:4]. The catalyst class is: 7.